From a dataset of NCI-60 drug combinations with 297,098 pairs across 59 cell lines. Regression. Given two drug SMILES strings and cell line genomic features, predict the synergy score measuring deviation from expected non-interaction effect. (1) Drug 1: CC1C(C(CC(O1)OC2CC(OC(C2O)C)OC3=CC4=CC5=C(C(=O)C(C(C5)C(C(=O)C(C(C)O)O)OC)OC6CC(C(C(O6)C)O)OC7CC(C(C(O7)C)O)OC8CC(C(C(O8)C)O)(C)O)C(=C4C(=C3C)O)O)O)O. Drug 2: CC1C(C(CC(O1)OC2CC(CC3=C2C(=C4C(=C3O)C(=O)C5=C(C4=O)C(=CC=C5)OC)O)(C(=O)CO)O)N)O.Cl. Cell line: SK-MEL-28. Synergy scores: CSS=58.5, Synergy_ZIP=5.45, Synergy_Bliss=7.99, Synergy_Loewe=-3.50, Synergy_HSA=5.96. (2) Drug 1: CC1=CC=C(C=C1)C2=CC(=NN2C3=CC=C(C=C3)S(=O)(=O)N)C(F)(F)F. Drug 2: C1C(C(OC1N2C=NC(=NC2=O)N)CO)O. Cell line: A549. Synergy scores: CSS=0.268, Synergy_ZIP=0.144, Synergy_Bliss=1.10, Synergy_Loewe=-1.00, Synergy_HSA=-0.897. (3) Drug 1: CC1C(C(CC(O1)OC2CC(CC3=C2C(=C4C(=C3O)C(=O)C5=C(C4=O)C(=CC=C5)OC)O)(C(=O)C)O)N)O.Cl. Drug 2: CN(C)N=NC1=C(NC=N1)C(=O)N. Cell line: SNB-19. Synergy scores: CSS=3.25, Synergy_ZIP=4.57, Synergy_Bliss=7.83, Synergy_Loewe=-22.4, Synergy_HSA=6.29. (4) Drug 1: CN(C)N=NC1=C(NC=N1)C(=O)N. Drug 2: CC1CCCC2(C(O2)CC(NC(=O)CC(C(C(=O)C(C1O)C)(C)C)O)C(=CC3=CSC(=N3)C)C)C. Cell line: HL-60(TB). Synergy scores: CSS=-1.67, Synergy_ZIP=-6.06, Synergy_Bliss=-13.3, Synergy_Loewe=-16.1, Synergy_HSA=-16.0.